Task: Predict which catalyst facilitates the given reaction.. Dataset: Catalyst prediction with 721,799 reactions and 888 catalyst types from USPTO (1) Reactant: F[C:2]1[CH:3]=[C:4]([CH3:12])[C:5]([N+:9]([O-:11])=[O:10])=[C:6]([NH2:8])[CH:7]=1.[C:13]([N:20]1[CH2:25][CH2:24][NH:23][CH2:22][CH2:21]1)([O:15][C:16]([CH3:19])([CH3:18])[CH3:17])=[O:14].CN1CCOCC1. Product: [C:16]([O:15][C:13]([N:20]1[CH2:25][CH2:24][N:23]([C:2]2[CH:3]=[C:4]([CH3:12])[C:5]([N+:9]([O-:11])=[O:10])=[C:6]([NH2:8])[CH:7]=2)[CH2:22][CH2:21]1)=[O:14])([CH3:19])([CH3:17])[CH3:18]. The catalyst class is: 514. (2) Reactant: [F:1][C:2]1[CH:7]=[CH:6][CH:5]=[C:4]([N+:8]([O-])=O)[C:3]=1[NH2:11]. Product: [F:1][C:2]1[CH:7]=[CH:6][CH:5]=[C:4]([NH2:8])[C:3]=1[NH2:11]. The catalyst class is: 29. (3) Product: [C:1]1([NH:7][C:8](=[O:42])[CH2:9][CH2:10][C@H:11]([C@@H:13]2[C@:30]3([CH3:31])[C:16]([C:17]4[CH2:18][CH2:19][C@@H:20]5[C@:25]([C:27]=4[CH2:28][CH2:29]3)([CH3:26])[CH2:24][CH2:23][C@H:22]([OH:32])[C:21]5([CH3:41])[CH3:40])=[CH:15][CH2:14]2)[CH3:12])[CH:6]=[CH:5][CH:4]=[CH:3][CH:2]=1. Reactant: [C:1]1([NH:7][C:8](=[O:42])[CH2:9][CH2:10][C@H:11]([C@@H:13]2[C@:30]3([CH3:31])[C:16]([C:17]4[CH2:18][CH2:19][C@@H:20]5[C@:25]([C:27]=4[CH2:28][CH2:29]3)([CH3:26])[CH2:24][CH2:23][C@H:22]([O:32][Si](C(C)(C)C)(C)C)[C:21]5([CH3:41])[CH3:40])=[CH:15][CH2:14]2)[CH3:12])[CH:6]=[CH:5][CH:4]=[CH:3][CH:2]=1.Cl. The catalyst class is: 8. (4) Product: [CH3:15][O:14][C:8]1[CH:9]=[C:10]([O:12][CH3:13])[CH:11]=[C:2]2[C:3]=1[CH2:4][NH:21][CH:20]=[N:1]2. The catalyst class is: 141. Reactant: [NH2:1][C:2]1[CH:11]=[C:10]([O:12][CH3:13])[CH:9]=[C:8]([O:14][CH3:15])[C:3]=1[C:4](OC)=O.C(O)(=O)C.[CH:20](N)=[NH:21]. (5) Reactant: [I:1][C:2]1[CH:8]=[C:7]([N+:9]([O-:11])=[O:10])[CH:6]=[CH:5][C:3]=1[NH2:4].[Si:12]([O:19][CH2:20][CH:21]=O)([C:15]([CH3:18])([CH3:17])[CH3:16])([CH3:14])[CH3:13].C(O)(C(F)(F)F)=O.[BH3-]C#N.[Na+]. Product: [C:15]([Si:12]([CH3:14])([CH3:13])[O:19][CH2:20][CH2:21][NH:4][C:3]1[CH:5]=[CH:6][C:7]([N+:9]([O-:11])=[O:10])=[CH:8][C:2]=1[I:1])([CH3:18])([CH3:17])[CH3:16]. The catalyst class is: 5. (6) Reactant: [S:1]([NH2:11])(=[O:10])([C:3]1[CH:8]=[CH:7][C:6]([NH2:9])=[CH:5][CH:4]=1)=[O:2].[CH2:12]([CH:19]1[CH2:24][CH2:23][N:22]([C:25](=[O:29])[C:26](O)=[O:27])[CH2:21][CH2:20]1)[C:13]1[CH:18]=[CH:17][CH:16]=[CH:15][CH:14]=1. Product: [CH2:12]([CH:19]1[CH2:20][CH2:21][N:22]([C:25](=[O:29])[C:26]([NH:9][C:6]2[CH:5]=[CH:4][C:3]([S:1](=[O:10])(=[O:2])[NH2:11])=[CH:8][CH:7]=2)=[O:27])[CH2:23][CH2:24]1)[C:13]1[CH:14]=[CH:15][CH:16]=[CH:17][CH:18]=1. The catalyst class is: 27.